From a dataset of Full USPTO retrosynthesis dataset with 1.9M reactions from patents (1976-2016). Predict the reactants needed to synthesize the given product. Given the product [Cl:1][C:2]1[CH:3]=[C:4]([CH:8]([OH:19])[CH2:9][O:10][C:11]2[CH:18]=[CH:17][C:14]([CH:15]=[C:24]3[S:20][C:21](=[O:26])[NH:22][C:23]3=[O:25])=[CH:13][CH:12]=2)[CH:5]=[CH:6][CH:7]=1, predict the reactants needed to synthesize it. The reactants are: [Cl:1][C:2]1[CH:3]=[C:4]([CH:8]([OH:19])[CH2:9][O:10][C:11]2[CH:18]=[CH:17][C:14]([CH:15]=O)=[CH:13][CH:12]=2)[CH:5]=[CH:6][CH:7]=1.[S:20]1[CH2:24][C:23](=[O:25])[NH:22][C:21]1=[O:26].N1CCCCC1.